Dataset: Forward reaction prediction with 1.9M reactions from USPTO patents (1976-2016). Task: Predict the product of the given reaction. Given the reactants C([O:4][C:5]1[CH:10]=[CH:9][C:8]([C:11](=[O:13])[CH3:12])=[CH:7][CH:6]=1)(=O)C.[CH3:14][Mg]Cl, predict the reaction product. The product is: [OH:13][C:11]([C:8]1[CH:7]=[CH:6][C:5]([OH:4])=[CH:10][CH:9]=1)([CH3:12])[CH3:14].